This data is from Full USPTO retrosynthesis dataset with 1.9M reactions from patents (1976-2016). The task is: Predict the reactants needed to synthesize the given product. (1) Given the product [F:2][C:3]1[CH:4]=[C:5]([CH:26]=[CH:27][CH:28]=1)[CH2:6][O:7][C:8]1[CH:13]=[CH:12][C:11]([NH:14][C:15]2[C:24]3[C:19](=[CH:20][CH:21]=[C:22]([CH:29]=[O:30])[CH:23]=3)[N:18]=[CH:17][N:16]=2)=[CH:10][CH:9]=1, predict the reactants needed to synthesize it. The reactants are: Cl.[F:2][C:3]1[CH:4]=[C:5]([CH:26]=[CH:27][CH:28]=1)[CH2:6][O:7][C:8]1[CH:13]=[CH:12][C:11]([NH:14][C:15]2[C:24]3[C:19](=[CH:20][CH:21]=[C:22](I)[CH:23]=3)[N:18]=[CH:17][N:16]=2)=[CH:10][CH:9]=1.[CH:29]([O-])=[O:30].[Na+].C(N(CC)CC)C. (2) Given the product [CH2:27]([NH:31][C:32](=[O:33])[O:26][CH2:25][CH:11]1[CH2:12][CH:13]([C:15]2[CH:20]=[CH:19][C:18]([C:21]([F:22])([F:23])[F:24])=[CH:17][CH:16]=2)[CH2:14][N:9]([C:7]([N:1]2[CH2:6][CH2:5][O:4][CH2:3][CH2:2]2)=[O:8])[CH2:10]1)[CH2:28][CH3:29], predict the reactants needed to synthesize it. The reactants are: [N:1]1([C:7]([N:9]2[CH2:14][CH:13]([C:15]3[CH:20]=[CH:19][C:18]([C:21]([F:24])([F:23])[F:22])=[CH:17][CH:16]=3)[CH2:12][CH:11]([CH2:25][OH:26])[CH2:10]2)=[O:8])[CH2:6][CH2:5][O:4][CH2:3][CH2:2]1.[CH2:27]([N:31]=[C:32]=[O:33])[CH:28](C)[CH3:29]. (3) Given the product [CH:20]([O:19][C:16]1[CH:15]=[CH:14][C:13]([N:5]2[C:6]([C:10]([OH:12])=[O:11])=[CH:7][C:8]3[S:9][C:2]([C:42]4[S:43][C:39]([CH3:38])=[CH:40][CH:41]=4)=[CH:3][C:4]2=3)=[CH:18][CH:17]=1)([CH3:21])[CH3:24], predict the reactants needed to synthesize it. The reactants are: Br[C:2]1[S:9][C:8]2[CH:7]=[C:6]([C:10]([OH:12])=[O:11])[N:5]([C:13]3[CH:18]=[CH:17][C:16]([O:19][CH:20]4[CH2:24]CC[CH2:21]4)=[CH:15][CH:14]=3)[C:4]=2[CH:3]=1.C(OC1C=CC(B(O)O)=CC=1)(C)C.[CH3:38][C:39]1[S:43][C:42]([Sn](CCCC)(CCCC)CCCC)=[CH:41][CH:40]=1. (4) Given the product [Br:1][C:2]1[CH:3]=[CH:4][CH:5]=[C:6]2[C:10]=1[NH:9][CH:8]=[C:7]2[CH3:11].[CH3:11][C:7]1[C:6]2[C:10](=[C:2]([B:41]3[O:45][C:44]([CH3:47])([CH3:46])[C:43]([CH3:49])([CH3:48])[O:42]3)[CH:3]=[CH:4][CH:5]=2)[NH:9][CH:8]=1, predict the reactants needed to synthesize it. The reactants are: [Br:1][C:2]1[CH:3]=[CH:4][CH:5]=[C:6]2[C:10]=1[NH:9][CH:8]=[C:7]2[CH3:11].C1(P(C2CCCCC2)C2C=CC=CC=2C2C(OC)=CC=CC=2OC)CCCCC1.[B:41]1([B:41]2[O:45][C:44]([CH3:47])([CH3:46])[C:43]([CH3:49])([CH3:48])[O:42]2)[O:45][C:44]([CH3:47])([CH3:46])[C:43]([CH3:49])([CH3:48])[O:42]1.C([O-])(=O)C.[K+].